From a dataset of Tyrosyl-DNA phosphodiesterase HTS with 341,365 compounds. Binary Classification. Given a drug SMILES string, predict its activity (active/inactive) in a high-throughput screening assay against a specified biological target. (1) The drug is S=C(N(C1CCCC1)Cc1sccc1)Nc1c(cccc1C)C. The result is 0 (inactive). (2) The drug is s1c(CN(CCCN2CCOCC2)C(=S)NCC(=O)NCCN(CC)CC)ccc1. The result is 0 (inactive). (3) The molecule is S(=O)(=O)(Nc1cc(ccc1)C(OCC)=O)c1c(=O)n2c(sc(c2)C)nc1C. The result is 0 (inactive). (4) The compound is o1c(C(=O)Nc2nn(nn2)CCC)ccc1. The result is 0 (inactive). (5) The drug is s1c2c(CC(OC2)(C)C)c2c1nc(SC)nc2SCCN(C)C. The result is 0 (inactive). (6) The molecule is O1CCN(CC1)CCNC(=O)c1cc2nc(n(c2cc1)c1ccc(OCC)cc1)C. The result is 0 (inactive). (7) The molecule is S(c1oc(nn1)C(NC(OC(C)(C)C)=O)C(C)C)CC(=O)Nc1c(CC)cccc1. The result is 0 (inactive). (8) The compound is [OH2+]#N.N#[CH+].N#[CH+].N#[CH+].N#[CH+].N#[CH+]. The result is 1 (active). (9) The drug is S1CC(=O)N(CC(=O)Nc2ccc(N3CCOCC3)cc2)C1=O. The result is 0 (inactive). (10) The molecule is S(CC(=O)Nc1c(F)cc(F)cc1)c1oc(nn1)CNC(=O)c1occc1. The result is 0 (inactive).